This data is from Full USPTO retrosynthesis dataset with 1.9M reactions from patents (1976-2016). The task is: Predict the reactants needed to synthesize the given product. (1) The reactants are: C(OC(=O)[NH:7][CH2:8][CH:9]1[CH2:13][CH2:12][CH2:11][S:10]1)(C)(C)C.[F:15][C:16]([F:21])([F:20])[C:17]([OH:19])=[O:18]. Given the product [S:10]1[CH2:11][CH2:12][CH2:13][CH:9]1[CH2:8][NH2:7].[F:15][C:16]([F:21])([F:20])[C:17]([O-:19])=[O:18], predict the reactants needed to synthesize it. (2) Given the product [CH3:3][N:2]([CH2:4][C@H:5]1[CH2:10][CH2:9][C@H:8]([NH2:11])[CH2:7][CH2:6]1)[CH3:1], predict the reactants needed to synthesize it. The reactants are: [CH3:1][N:2]([CH2:4][C@H:5]1[CH2:10][CH2:9][C@H:8]([NH:11]C(=O)OC(C)(C)C)[CH2:7][CH2:6]1)[CH3:3]. (3) The reactants are: [F:1][C:2]1[CH:8]=[CH:7][C:5]([NH2:6])=[CH:4][C:3]=1[CH3:9].[C:10]([O:14][C:15]([N:17]1[CH:21]([CH3:22])[CH2:20][CH:19]([C:23](O)=[O:24])[CH2:18]1)=[O:16])([CH3:13])([CH3:12])[CH3:11].CCN(C(C)C)C(C)C.CN(C(ON1N=NC2C=CC=NC1=2)=[N+](C)C)C.F[P-](F)(F)(F)(F)F. Given the product [F:1][C:2]1[CH:8]=[CH:7][C:5]([NH:6][C:23]([CH:19]2[CH2:18][N:17]([C:15]([O:14][C:10]([CH3:13])([CH3:12])[CH3:11])=[O:16])[CH:21]([CH3:22])[CH2:20]2)=[O:24])=[CH:4][C:3]=1[CH3:9], predict the reactants needed to synthesize it.